From a dataset of Catalyst prediction with 721,799 reactions and 888 catalyst types from USPTO. Predict which catalyst facilitates the given reaction. (1) Reactant: [C:1]1([C@@H:7]([NH2:17])[CH2:8][NH:9][CH2:10][C:11]2[CH:16]=[CH:15][N:14]=[CH:13][CH:12]=2)[CH:6]=[CH:5][CH:4]=[CH:3][CH:2]=1.[C:18]([N:25]1[CH2:30][CH2:29][C:28](=O)[CH2:27][CH2:26]1)([O:20][C:21]([CH3:24])([CH3:23])[CH3:22])=[O:19].CCN(CC)CC.Cl[C:40](Cl)([O:42]C(=O)OC(Cl)(Cl)Cl)Cl. Product: [C:21]([O:20][C:18]([N:25]1[CH2:30][CH2:29][CH:28]([N:17]2[C@H:7]([C:1]3[CH:2]=[CH:3][CH:4]=[CH:5][CH:6]=3)[CH2:8][N:9]([CH2:10][C:11]3[CH:16]=[CH:15][N:14]=[CH:13][CH:12]=3)[C:40]2=[O:42])[CH2:27][CH2:26]1)=[O:19])([CH3:24])([CH3:23])[CH3:22]. The catalyst class is: 2. (2) Reactant: Br[C:2]1[CH:3]=[C:4]([NH:24][CH2:25][CH2:26][C:27]([F:30])([F:29])[F:28])[C:5]2[N:6]([C:8]([C:11]3[CH:22]=[CH:21][C:14]([C:15]([NH:17][CH:18]4[CH2:20][CH2:19]4)=[O:16])=[C:13]([CH3:23])[CH:12]=3)=[CH:9][N:10]=2)[CH:7]=1.[CH3:31][S-:32].[Na+].O. Product: [CH:18]1([NH:17][C:15](=[O:16])[C:14]2[CH:21]=[CH:22][C:11]([C:8]3[N:6]4[CH:7]=[C:2]([S:32][CH3:31])[CH:3]=[C:4]([NH:24][CH2:25][CH2:26][C:27]([F:30])([F:29])[F:28])[C:5]4=[N:10][CH:9]=3)=[CH:12][C:13]=2[CH3:23])[CH2:20][CH2:19]1. The catalyst class is: 16. (3) The catalyst class is: 7. Reactant: [Br:1][C:2]1[C:6]([C:7]([O:9][CH2:10][CH3:11])=[O:8])=[C:5]([Br:12])[NH:4][N:3]=1.[H-].[Na+].I[CH3:16].O. Product: [Br:12][C:5]1[C:6]([C:7]([O:9][CH2:10][CH3:11])=[O:8])=[C:2]([Br:1])[N:3]([CH3:16])[N:4]=1. (4) Reactant: [NH:1]1[CH2:4][CH:3]([O:5][C:6]2[CH:11]=[CH:10][C:9]([C:12]3[CH:13]=[CH:14][C:15]([S:18]([CH3:21])(=[O:20])=[O:19])=[N:16][CH:17]=3)=[CH:8][CH:7]=2)[CH2:2]1.[CH3:22][O:23][C:24]1[CH:31]=[CH:30][C:27]([CH:28]=O)=[CH:26][N:25]=1.C(O[BH-](OC(=O)C)OC(=O)C)(=O)C.[Na+]. Product: [CH3:21][S:18]([C:15]1[CH:14]=[CH:13][C:12]([C:9]2[CH:8]=[CH:7][C:6]([O:5][CH:3]3[CH2:4][N:1]([CH2:28][C:27]4[CH:26]=[N:25][C:24]([O:23][CH3:22])=[CH:31][CH:30]=4)[CH2:2]3)=[CH:11][CH:10]=2)=[CH:17][N:16]=1)(=[O:20])=[O:19]. The catalyst class is: 34. (5) Reactant: Br[CH2:2][CH:3]=O.[NH2:5][C:6]1[N:7]=[N:8][C:9]([Cl:12])=[CH:10][CH:11]=1. Product: [Cl:12][C:9]1[CH:10]=[CH:11][C:6]2[N:7]([CH:2]=[CH:3][N:5]=2)[N:8]=1. The catalyst class is: 216. (6) Reactant: [CH3:1][O:2][C:3]([C:5]1[CH:10]([C:11]2[CH:16]=[CH:15][C:14]([C:17]#[N:18])=[CH:13][CH:12]=2)[N:9]2[C:19](=[O:34])[N:20]([CH2:22][CH2:23][CH2:24][N:25](C(OC(C)(C)C)=O)[CH3:26])[N:21]=[C:8]2[N:7]([C:35]2[CH:40]=[CH:39][CH:38]=[C:37]([C:41]([F:44])([F:43])[F:42])[CH:36]=2)[C:6]=1[CH3:45])=[O:4].C(N(CC)CC)C.[CH3:53][S:54](Cl)(=[O:56])=[O:55]. Product: [CH3:1][O:2][C:3]([C:5]1[CH:10]([C:11]2[CH:16]=[CH:15][C:14]([C:17]#[N:18])=[CH:13][CH:12]=2)[N:9]2[C:19](=[O:34])[N:20]([CH2:22][CH2:23][CH2:24][N:25]([S:54]([CH3:53])(=[O:56])=[O:55])[CH3:26])[N:21]=[C:8]2[N:7]([C:35]2[CH:40]=[CH:39][CH:38]=[C:37]([C:41]([F:44])([F:43])[F:42])[CH:36]=2)[C:6]=1[CH3:45])=[O:4]. The catalyst class is: 157. (7) Reactant: [Cl:1][C:2]1[C:3]([N:8]2[C:12]([C:13]([O-])=[O:14])=[CH:11][C:10]([C:16]([F:19])([F:18])[F:17])=[N:9]2)=[N:4][CH:5]=[CH:6][CH:7]=1.C(Cl)(=O)C([Cl:23])=O. Product: [Cl:1][C:2]1[C:3]([N:8]2[C:12]([C:13]([Cl:23])=[O:14])=[CH:11][C:10]([C:16]([F:19])([F:18])[F:17])=[N:9]2)=[N:4][CH:5]=[CH:6][CH:7]=1. The catalyst class is: 139. (8) Reactant: Br[C:2]1[CH:7]=[CH:6][C:5]([C:8]([F:11])([F:10])[F:9])=[CH:4][C:3]=1[CH3:12].C([Li])CCC.CON(C)[C:21](=[O:24])[CH2:22][CH3:23]. Product: [CH3:12][C:3]1[CH:4]=[C:5]([C:8]([F:11])([F:10])[F:9])[CH:6]=[CH:7][C:2]=1[C:21](=[O:24])[CH2:22][CH3:23]. The catalyst class is: 1. (9) Reactant: [CH3:1][C:2]1[C:11]([C:12]2[N:16]([CH3:17])[N:15]=[CH:14][CH:13]=2)=[CH:10][CH:9]=[CH:8][C:3]=1[C:4]([O:6][CH3:7])=[O:5].[Cl:18]N1C(=O)CCC1=O. Product: [Cl:18][C:13]1[CH:14]=[N:15][N:16]([CH3:17])[C:12]=1[C:11]1[C:2]([CH3:1])=[C:3]([CH:8]=[CH:9][CH:10]=1)[C:4]([O:6][CH3:7])=[O:5]. The catalyst class is: 42. (10) Reactant: [F:1][C:2]([F:27])([F:26])[S:3]([O:6][C:7]1[CH:8]=[CH:9][CH:10]=[C:11]2[C:16]=1[N:15]=[C:14]([C:17]1[N:21]3[CH:22]=[CH:23][CH:24]=[CH:25][C:20]3=[N:19][N:18]=1)[CH:13]=[CH:12]2)(=[O:5])=[O:4].[CH3:28][CH:29]1[CH2:34][CH2:33][CH2:32][NH:31][CH2:30]1.C(=O)([O-])[O-].[Cs+].[Cs+].C1(P(C2C=CC=CC=2)C2C=CC3C(=CC=CC=3)C=2C2C3C(=CC=CC=3)C=CC=2P(C2C=CC=CC=2)C2C=CC=CC=2)C=CC=CC=1. Product: [N:19]1[N:18]=[C:17]([C:14]2[CH:13]=[CH:12][C:11]3[C:16](=[C:7]([N:31]4[CH2:32][CH2:33][CH2:34][CH:29]([CH3:28])[CH2:30]4)[CH:8]=[CH:9][CH:10]=3)[N:15]=2)[N:21]2[CH:22]=[CH:23][CH:24]=[CH:25][C:20]=12.[O-:6][S:3]([C:2]([F:27])([F:26])[F:1])(=[O:5])=[O:4]. The catalyst class is: 110.